Predict the reaction yield, written as a fraction of the theoretical maximum amount of product (1.0 means a 100% yield; for example, 0.34 means a 34% yield). From a dataset of Reaction yield outcomes from USPTO patents with 853,638 reactions. (1) The product is [Br:34][C:35]1[C:36]([F:45])=[C:37]2[C:43]([NH:44][C:8](=[O:10])[CH:7]([C:1]3[CH:2]=[CH:3][CH:4]=[CH:5][CH:6]=3)[CH3:11])=[CH:42][NH:41][C:38]2=[N:39][CH:40]=1. The catalyst is C(Cl)Cl. The reactants are [C:1]1([CH:7]([CH3:11])[C:8]([OH:10])=O)[CH:6]=[CH:5][CH:4]=[CH:3][CH:2]=1.O=C1N(P(Cl)(N2CCOC2=O)=O)CCO1.C(N(CC)CC)C.[Br:34][C:35]1[C:36]([F:45])=[C:37]2[C:43]([NH2:44])=[CH:42][NH:41][C:38]2=[N:39][CH:40]=1.C([O-])([O-])=O.[Na+].[Na+]. The yield is 0.488. (2) The yield is 0.780. The catalyst is C(O)CCC. The product is [Cl:1][C:2]1[CH:3]=[C:4]([NH:8][C:9]2[N:14]=[C:13]([C:15]3[CH:20]=[CH:19][N:18]=[C:17]([N:21]4[C:33](=[O:34])[CH2:32][CH2:31][C:23]([C:24]5[CH:29]=[CH:28][CH:27]=[CH:26][CH:25]=5)=[N:22]4)[CH:16]=3)[CH:12]=[CH:11][N:10]=2)[CH:5]=[CH:6][CH:7]=1. The reactants are [Cl:1][C:2]1[CH:3]=[C:4]([NH:8][C:9]2[N:14]=[C:13]([C:15]3[CH:20]=[CH:19][N:18]=[C:17]([NH:21][NH2:22])[CH:16]=3)[CH:12]=[CH:11][N:10]=2)[CH:5]=[CH:6][CH:7]=1.[C:23]([CH2:31][CH2:32][C:33](O)=[O:34])(=O)[C:24]1[CH:29]=[CH:28][CH:27]=[CH:26][CH:25]=1. (3) The reactants are C([O-])([O-])=O.[Ca+2].[O:6]1[C:10]2[CH:11]=[CH:12][CH:13]=[C:14]([NH2:15])[C:9]=2[O:8][CH2:7]1.[I:16](Cl)(=O)=O.I(Cl)(=O)=O.C[N+](C)(C)CC1C=CC=CC=1. The catalyst is C(Cl)Cl.CO.O. The product is [I:16][C:11]1[C:10]2[O:6][CH2:7][O:8][C:9]=2[C:14]([NH2:15])=[CH:13][CH:12]=1. The yield is 0.469. (4) The product is [C:8]1([CH3:2])[CH:7]=[CH:6][CH:11]=[CH:10][C:9]=1[C:15]1[CH:21]=[CH:17][C:18]([CH:19]=[O:20])=[CH:14][N:13]=1. No catalyst specified. The yield is 0.910. The reactants are [Li][CH2:2]CCC.[CH3:6][CH2:7][CH2:8][CH2:9][CH2:10][CH3:11].C[N:13]([CH:15]=O)[CH3:14].[CH2:17]1[CH2:21][O:20][CH2:19][CH2:18]1. (5) The reactants are [N:1]#[C:2]Br.C(=O)([O-])[O-].[K+].[K+].[F:10][C:11]1[CH:16]=[C:15]([S:17]([CH3:20])(=[O:19])=[O:18])[CH:14]=[C:13]([F:21])[C:12]=1[NH:22][C@H:23]1[CH2:28][CH2:27][CH2:26][N:25]([CH:29]2[CH2:34][CH2:33][NH:32][CH2:31][CH2:30]2)[C:24]1=[O:35]. The catalyst is C(#N)C. The product is [F:21][C:13]1[CH:14]=[C:15]([S:17]([CH3:20])(=[O:19])=[O:18])[CH:16]=[C:11]([F:10])[C:12]=1[NH:22][C@H:23]1[CH2:28][CH2:27][CH2:26][N:25]([CH:29]2[CH2:30][CH2:31][N:32]([C:2]#[N:1])[CH2:33][CH2:34]2)[C:24]1=[O:35]. The yield is 1.00. (6) The reactants are C(O)C.[CH:4]1([NH:7][CH2:8][C@@H:9]2[C@H:13]([F:14])[CH2:12][NH:11][CH2:10]2)[CH2:6][CH2:5]1.[ClH:15].CO.C(OCC)(=O)C. The catalyst is O. The product is [ClH:15].[ClH:15].[CH:4]1([NH:7][CH2:8][C@@H:9]2[C@H:13]([F:14])[CH2:12][NH:11][CH2:10]2)[CH2:6][CH2:5]1. The yield is 0.270. (7) The reactants are [C:1]([O:5][C:6]([N:8]1[CH2:12][C@@H:11]([CH3:13])[CH2:10][C@H:9]1[C:14]1[NH:15][CH:16]=[C:17]([C:19]2[CH:24]=[CH:23][C:22](Br)=[CH:21][CH:20]=2)[N:18]=1)=[O:7])([CH3:4])([CH3:3])[CH3:2].[B:26]1([B:26]2[O:30][C:29]([CH3:32])([CH3:31])[C:28]([CH3:34])([CH3:33])[O:27]2)[O:30][C:29]([CH3:32])([CH3:31])[C:28]([CH3:34])([CH3:33])[O:27]1.C([O-])(=O)C.[K+].C(Cl)Cl. The catalyst is O1CCOCC1.C1C=CC(P(C2C=CC=CC=2)[C-]2C=CC=C2)=CC=1.C1C=CC(P(C2C=CC=CC=2)[C-]2C=CC=C2)=CC=1.Cl[Pd]Cl.[Fe+2]. The product is [C:1]([O:5][C:6]([N:8]1[CH2:12][C@@H:11]([CH3:13])[CH2:10][C@H:9]1[C:14]1[NH:15][CH:16]=[C:17]([C:19]2[CH:24]=[CH:23][C:22]([B:26]3[O:30][C:29]([CH3:32])([CH3:31])[C:28]([CH3:34])([CH3:33])[O:27]3)=[CH:21][CH:20]=2)[N:18]=1)=[O:7])([CH3:4])([CH3:3])[CH3:2]. The yield is 0.690.